Dataset: TCR-epitope binding with 47,182 pairs between 192 epitopes and 23,139 TCRs. Task: Binary Classification. Given a T-cell receptor sequence (or CDR3 region) and an epitope sequence, predict whether binding occurs between them. (1) The epitope is DPFRLLQNSQVFS. The TCR CDR3 sequence is CASSFSGGYEQYF. Result: 0 (the TCR does not bind to the epitope). (2) The epitope is RLRAEAQVK. The TCR CDR3 sequence is CASRRTGQSYNSPLHF. Result: 1 (the TCR binds to the epitope). (3) The epitope is ILHCANFNV. The TCR CDR3 sequence is CATSDSRGTNDYEQFF. Result: 1 (the TCR binds to the epitope). (4) The epitope is FLNGSCGSV. The TCR CDR3 sequence is CASSFGTQAYEQYF. Result: 1 (the TCR binds to the epitope). (5) The TCR CDR3 sequence is CASSLLVSTDTQYF. Result: 1 (the TCR binds to the epitope). The epitope is YLNTLTLAV. (6) Result: 0 (the TCR does not bind to the epitope). The epitope is RIFTIGTVTLK. The TCR CDR3 sequence is CASSATDFFNNSPLHF. (7) The epitope is SFHSLHLLF. The TCR CDR3 sequence is CASSLGPDRYEQYF. Result: 1 (the TCR binds to the epitope).